Dataset: Reaction yield outcomes from USPTO patents with 853,638 reactions. Task: Predict the reaction yield, written as a fraction of the theoretical maximum amount of product (1.0 means a 100% yield; for example, 0.34 means a 34% yield). (1) The reactants are [C:1]([C:4]1[CH:32]=[CH:31][C:7]([CH2:8][N:9]2[CH2:13][CH2:12][N:11]([C:14]3[S:18][C:17]([C:19]([NH:21][CH2:22][C:23]4[CH:24]=[N:25][CH:26]=[CH:27][CH:28]=4)=[O:20])=[C:16]([CH3:29])[CH:15]=3)[C:10]2=[O:30])=[CH:6][CH:5]=1)(=[O:3])N.[OH-].[K+].C(O)(=[O:37])C. The catalyst is C(O)C.O. The product is [CH3:29][C:16]1[CH:15]=[C:14]([N:11]2[CH2:12][CH2:13][N:9]([CH2:8][C:7]3[CH:31]=[CH:32][C:4]([C:1]([OH:3])=[O:37])=[CH:5][CH:6]=3)[C:10]2=[O:30])[S:18][C:17]=1[C:19](=[O:20])[NH:21][CH2:22][C:23]1[CH:24]=[N:25][CH:26]=[CH:27][CH:28]=1. The yield is 0.500. (2) The reactants are C1(C)C=CC(S(O)(=O)=O)=CC=1.[NH+]1C=CC=CC=1.C(O[C:21]([C:23]1[C:24]2[CH2:32][CH2:31][CH2:30][CH2:29][C:25]=2[S:26][C:27]=1[NH2:28])=[O:22])C.[CH2:33]([O:35][C:36](=[O:43])[CH:37]=[C:38](OCC)[CH3:39])[CH3:34].[O-]CC.[Na+]. The catalyst is C1(C)C=CC=CC=1.C(O)C. The product is [OH:22][C:21]1[C:37]([C:36]([O:35][CH2:33][CH3:34])=[O:43])=[C:38]([CH3:39])[N:28]=[C:27]2[S:26][C:25]3[CH2:29][CH2:30][CH2:31][CH2:32][C:24]=3[C:23]=12. The yield is 0.640. (3) The reactants are CC(C)[N:3]=C=NC(C)C.[CH3:10][C:11]1[C:16]([NH:17][C:18]([C:20]2[S:24][C:23]([NH:25][C:26]3[CH:27]=[C:28]([N:33]4[CH2:38][CH2:37][N:36]([CH2:39][CH2:40][OH:41])[CH2:35][CH2:34]4)[N:29]=[C:30]([CH3:32])[N:31]=3)=[N:22][CH:21]=2)=[O:19])=[C:15]([Cl:42])[CH:14]=[CH:13][CH:12]=1.[NH:43](C(OC(C)(C)C)=O)[C@H:44]([C:49]([OH:51])=O)[CH2:45][CH:46]([CH3:48])[CH3:47].C1(C)C=CC(S([O-])(=O)=O)=CC=1.CN(C)C1C=C[NH+]=CC=1. The catalyst is C(Cl)Cl.CN(C=O)C. The product is [CH3:10][C:11]1[C:16]([NH:17][C:18]([C:20]2[S:24][C:23]([NH:25][C:26]3[CH:27]=[C:28]([N:33]4[CH2:38][CH2:37][N:36]([CH2:39][CH2:40][OH:41])[CH2:35][CH2:34]4)[N:29]=[C:30]([CH3:32])[N:31]=3)=[N:22][CH:21]=2)=[O:19])=[C:15]([Cl:42])[CH:14]=[CH:13][CH:12]=1.[NH2:43][C@H:44]([C:49]([NH2:3])=[O:51])[CH2:45][CH:46]([CH3:48])[CH3:47]. The yield is 0.610. (4) The reactants are C(O[B:5]1[O:9][C:8]([CH3:11])([CH3:10])[C:7]([CH3:13])([CH3:12])[O:6]1)(C)C.C([Li])CCC.[F:19][C:20]1[CH:21]=[C:22]([CH:30]=[C:31]([F:33])[CH:32]=1)[O:23][CH:24]1[CH2:29][CH2:28][O:27][CH2:26][CH2:25]1. No catalyst specified. The product is [F:33][C:31]1[CH:30]=[C:22]([O:23][CH:24]2[CH2:25][CH2:26][O:27][CH2:28][CH2:29]2)[CH:21]=[C:20]([F:19])[C:32]=1[B:5]1[O:6][C:7]([CH3:12])([CH3:13])[C:8]([CH3:10])([CH3:11])[O:9]1. The yield is 0.330. (5) The product is [CH2:1]([O:8][C:9]([C:11]1[C:19]2[C:14](=[CH:15][CH:16]=[C:17]([CH2:20][CH2:21][O:22][S:32]([CH3:31])(=[O:34])=[O:33])[CH:18]=2)[NH:13][C:12]=1[CH3:23])=[O:10])[C:2]1[CH:3]=[CH:4][CH:5]=[CH:6][CH:7]=1. The yield is 0.990. The reactants are [CH2:1]([O:8][C:9]([C:11]1[C:19]2[C:14](=[CH:15][CH:16]=[C:17]([CH2:20][CH2:21][OH:22])[CH:18]=2)[NH:13][C:12]=1[CH3:23])=[O:10])[C:2]1[CH:7]=[CH:6][CH:5]=[CH:4][CH:3]=1.C(N(CC)CC)C.[CH3:31][S:32](Cl)(=[O:34])=[O:33]. The catalyst is C1COCC1. (6) The reactants are [Cl:1][C:2]1[CH:3]=[C:4]([C:24]2([C:32]([O:34]CC)=[O:33])[CH2:29][CH2:28][C:27]([CH3:31])([CH3:30])[CH2:26][CH2:25]2)[CH:5]=[C:6]([C:14]2[CH:19]=[CH:18][C:17]([C:20]([F:23])([F:22])[F:21])=[CH:16][CH:15]=2)[C:7]=1[O:8][CH2:9][C:10]([F:13])([F:12])[F:11].O.[OH-].[Li+]. The catalyst is CO.C1COCC1.O. The product is [Cl:1][C:2]1[CH:3]=[C:4]([C:24]2([C:32]([OH:34])=[O:33])[CH2:29][CH2:28][C:27]([CH3:30])([CH3:31])[CH2:26][CH2:25]2)[CH:5]=[C:6]([C:14]2[CH:15]=[CH:16][C:17]([C:20]([F:21])([F:22])[F:23])=[CH:18][CH:19]=2)[C:7]=1[O:8][CH2:9][C:10]([F:12])([F:13])[F:11]. The yield is 0.670.